From a dataset of Catalyst prediction with 721,799 reactions and 888 catalyst types from USPTO. Predict which catalyst facilitates the given reaction. (1) Reactant: [O:1]=[C:2]1[NH:6][C:5]2[CH:7]=[C:8]([C:11]([O:13][CH3:14])=[O:12])[CH:9]=[CH:10][C:4]=2[O:3]1.C1(P(C2C=CC=CC=2)C2C=CC=CC=2)C=CC=CC=1.[CH3:34][N:35]([CH3:54])[CH2:36][CH2:37][CH2:38][O:39][C:40]1[CH:41]=[N:42][C:43]([C:46]2[CH:47]=[C:48]([CH2:52]O)[CH:49]=[CH:50][CH:51]=2)=[N:44][CH:45]=1.C(OC(N=NC(OC(C)(C)C)=O)=O)(C)(C)C. The catalyst class is: 1. Product: [CH3:54][N:35]([CH3:34])[CH2:36][CH2:37][CH2:38][O:39][C:40]1[CH:45]=[N:44][C:43]([C:46]2[CH:47]=[C:48]([CH:49]=[CH:50][CH:51]=2)[CH2:52][N:6]2[C:5]3[CH:7]=[C:8]([C:11]([O:13][CH3:14])=[O:12])[CH:9]=[CH:10][C:4]=3[O:3][C:2]2=[O:1])=[N:42][CH:41]=1. (2) Reactant: Cl[C:2]1[N:7]=[CH:6][N:5]=[C:4]([NH:8][C:9]2[CH:14]=[N:13][CH:12]=[CH:11][N:10]=2)[CH:3]=1.[NH:15]1[CH2:20][CH2:19][CH:18]([CH2:21][NH:22]C(=O)OC(C)(C)C)[CH2:17][CH2:16]1.C(N(CC)CC)C. Product: [NH2:22][CH2:21][CH:18]1[CH2:19][CH2:20][N:15]([C:2]2[N:7]=[CH:6][N:5]=[C:4]([NH:8][C:9]3[CH:14]=[N:13][CH:12]=[CH:11][N:10]=3)[CH:3]=2)[CH2:16][CH2:17]1. The catalyst class is: 60.